Task: Predict the reaction yield, written as a fraction of the theoretical maximum amount of product (1.0 means a 100% yield; for example, 0.34 means a 34% yield).. Dataset: Reaction yield outcomes from USPTO patents with 853,638 reactions (1) The reactants are [Br:1][C:2]1[N:7]=[C:6]([NH:8][C:9]2[CH:14]=[CH:13][N:12]=[CH:11][N:10]=2)[CH:5]=[CH:4][CH:3]=1.[H-].[Na+].Cl.Cl[CH2:19][CH2:20][N:21]1[CH2:26][CH2:25][O:24][CH2:23][CH2:22]1.ClCCl.N1C=CC=CC=1. The yield is 0.370. The catalyst is CN(C=O)C. The product is [Br:1][C:2]1[N:7]=[C:6]([N:8]([CH2:19][CH2:20][N:21]2[CH2:26][CH2:25][O:24][CH2:23][CH2:22]2)[C:9]2[CH:14]=[CH:13][N:12]=[CH:11][N:10]=2)[CH:5]=[CH:4][CH:3]=1. (2) The reactants are C[O:2][C:3]1[CH:8]=[CH:7][C:6]([N:9]2[C:14](=[O:15])[C:13]([CH2:16][C:17]3[CH:22]=[CH:21][C:20]([C:23]4[C:24]([C:29]#[N:30])=[CH:25][CH:26]=[CH:27][CH:28]=4)=[CH:19][CH:18]=3)=[C:12]([CH2:31][CH2:32][CH3:33])[N:11]=[C:10]2[CH3:34])=[CH:5][CH:4]=1.B(Br)(Br)Br.C(OCC)(=O)C.O. The catalyst is C(Cl)Cl. The product is [OH:2][C:3]1[CH:4]=[CH:5][C:6]([N:9]2[C:14](=[O:15])[C:13]([CH2:16][C:17]3[CH:22]=[CH:21][C:20]([C:23]4[C:24]([C:29]#[N:30])=[CH:25][CH:26]=[CH:27][CH:28]=4)=[CH:19][CH:18]=3)=[C:12]([CH2:31][CH2:32][CH3:33])[N:11]=[C:10]2[CH3:34])=[CH:7][CH:8]=1. The yield is 1.00. (3) The reactants are Br[C:2]1[C:11]2[C:6](=[CH:7][CH:8]=[CH:9][CH:10]=2)[N:5]=[C:4]([C:12]([NH2:14])=[O:13])[CH:3]=1.[Cl:15][C:16]1[CH:21]=[C:20]([F:22])[CH:19]=[C:18]([Cl:23])[C:17]=1B(O)O.C(=O)([O-])[O-].[Cs+].[Cs+].C(=O)([O-])O.[Na+]. The catalyst is CC([O-])=O.CC([O-])=O.[Pd+2].C1C=CC(P(C2C=CC=CC=2)[C-]2C=CC=C2)=CC=1.C1C=CC(P(C2C=CC=CC=2)[C-]2C=CC=C2)=CC=1.[Fe+2].[Cu]Cl.CN(C=O)C. The product is [Cl:15][C:16]1[CH:21]=[C:20]([F:22])[CH:19]=[C:18]([Cl:23])[C:17]=1[C:2]1[C:11]2[C:6](=[CH:7][CH:8]=[CH:9][CH:10]=2)[N:5]=[C:4]([C:12]([NH2:14])=[O:13])[CH:3]=1. The yield is 0.0980. (4) The reactants are [CH3:1][C@@H:2]1[CH2:7][CH2:6][NH:5][CH2:4][C@H:3]1[C:8]([O:10][CH3:11])=[O:9].[Cl:12][C:13]1[CH:18]=[CH:17][C:16]([C:19]2([C:23](O)=[O:24])[CH2:22][CH2:21][CH2:20]2)=[CH:15][CH:14]=1.F[P-](F)(F)(F)(F)F.Br[P+](N1CCCC1)(N1CCCC1)N1CCCC1. The catalyst is C(Cl)Cl. The product is [Cl:12][C:13]1[CH:14]=[CH:15][C:16]([C:19]2([C:23]([N:5]3[CH2:6][CH2:7][C@@H:2]([CH3:1])[C@H:3]([C:8]([O:10][CH3:11])=[O:9])[CH2:4]3)=[O:24])[CH2:22][CH2:21][CH2:20]2)=[CH:17][CH:18]=1. The yield is 0.680. (5) The reactants are [OH:1][CH:2]1[CH2:6][CH2:5][N:4]([C:7]([C:9]2[CH:14]=[C:13]([S:15]([CH3:18])(=[O:17])=[O:16])[CH:12]=[CH:11][C:10]=2[O:19][CH:20]([CH3:22])[CH3:21])=[O:8])[CH2:3]1.O[C:24]1[CH:25]=[CH:26][C:27]([N+:34]([O-:36])=[O:35])=[C:28]([C:30]([F:33])([F:32])[F:31])[CH:29]=1. No catalyst specified. The product is [CH:20]([O:19][C:10]1[CH:11]=[CH:12][C:13]([S:15]([CH3:18])(=[O:17])=[O:16])=[CH:14][C:9]=1[C:7]([N:4]1[CH2:5][CH2:6][CH:2]([O:1][C:24]2[CH:25]=[CH:26][C:27]([N+:34]([O-:36])=[O:35])=[C:28]([C:30]([F:31])([F:33])[F:32])[CH:29]=2)[CH2:3]1)=[O:8])([CH3:22])[CH3:21]. The yield is 0.560. (6) The product is [N+:1]([C:4]1[CH:9]=[C:8]([C:10]2[CH:15]=[CH:14][CH:13]=[C:12]([NH:16][C:17](=[O:22])[C:18]([F:19])([F:20])[F:21])[CH:11]=2)[CH:7]=[CH:6][C:5]=1[CH2:23][C:24]([OH:26])=[O:25])([O-:3])=[O:2]. The yield is 0.730. The catalyst is Cl. The reactants are [N+:1]([C:4]1[CH:9]=[C:8]([C:10]2[CH:15]=[CH:14][CH:13]=[C:12]([NH:16][C:17](=[O:22])[C:18]([F:21])([F:20])[F:19])[CH:11]=2)[CH:7]=[CH:6][C:5]=1[CH:23](C(OC)=O)[C:24]([O:26]C)=[O:25])([O-:3])=[O:2].